This data is from NCI-60 drug combinations with 297,098 pairs across 59 cell lines. The task is: Regression. Given two drug SMILES strings and cell line genomic features, predict the synergy score measuring deviation from expected non-interaction effect. Drug 1: CC1=C(C(CCC1)(C)C)C=CC(=CC=CC(=CC(=O)O)C)C. Drug 2: CC=C1C(=O)NC(C(=O)OC2CC(=O)NC(C(=O)NC(CSSCCC=C2)C(=O)N1)C(C)C)C(C)C. Cell line: HL-60(TB). Synergy scores: CSS=79.9, Synergy_ZIP=-0.982, Synergy_Bliss=-2.08, Synergy_Loewe=-2.81, Synergy_HSA=-2.19.